This data is from Forward reaction prediction with 1.9M reactions from USPTO patents (1976-2016). The task is: Predict the product of the given reaction. Given the reactants [CH2:1]([O:3][C:4](=[O:24])[C:5]1[CH:10]=[CH:9][CH:8]=[C:7]([S:11][C:12]2[C:20]3[C:15](=[CH:16][C:17]([Cl:21])=[CH:18][CH:19]=3)[NH:14][C:13]=2[CH3:22])[C:6]=1[CH3:23])[CH3:2].Br[C:26]1[CH:27]=[N:28][CH:29]=[C:30]([CH3:32])[CH:31]=1, predict the reaction product. The product is: [CH2:1]([O:3][C:4](=[O:24])[C:5]1[CH:10]=[CH:9][CH:8]=[C:7]([S:11][C:12]2[C:20]3[C:15](=[CH:16][C:17]([Cl:21])=[CH:18][CH:19]=3)[N:14]([C:26]3[CH:27]=[N:28][CH:29]=[C:30]([CH3:32])[CH:31]=3)[C:13]=2[CH3:22])[C:6]=1[CH3:23])[CH3:2].